From a dataset of Forward reaction prediction with 1.9M reactions from USPTO patents (1976-2016). Predict the product of the given reaction. (1) Given the reactants [CH3:1][C:2]1[C:11]2[C:6](=[CH:7][C:8]([C:12]3[O:13][C:14]4[CH:26]=[CH:25][CH:24]=[CH:23][C:15]=4[C:16]=3[C:17](=[O:22])[CH2:18][CH2:19][CH2:20][CH3:21])=[CH:9][CH:10]=2)[CH:5]=[CH:4][C:3]=1[O:27][CH:28]([CH2:34][C:35]1[CH:40]=[CH:39][CH:38]=[CH:37][CH:36]=1)[C:29]([O:31]CC)=[O:30].[OH-].[K+], predict the reaction product. The product is: [CH3:1][C:2]1[C:11]2[C:6](=[CH:7][C:8]([C:12]3[O:13][C:14]4[CH:26]=[CH:25][CH:24]=[CH:23][C:15]=4[C:16]=3[C:17](=[O:22])[CH2:18][CH2:19][CH2:20][CH3:21])=[CH:9][CH:10]=2)[CH:5]=[CH:4][C:3]=1[O:27][CH:28]([CH2:34][C:35]1[CH:40]=[CH:39][CH:38]=[CH:37][CH:36]=1)[C:29]([OH:31])=[O:30]. (2) Given the reactants [H-].[Na+].[CH3:3][O:4][C:5](=[O:17])[CH2:6][C:7]1[C:15]2[C:10](=[N:11][CH:12]=[CH:13][CH:14]=2)[NH:9][C:8]=1[CH3:16].[F:18][C:19]1[CH:24]=[CH:23][C:22]([S:25](Cl)(=[O:27])=[O:26])=[CH:21][C:20]=1[O:29][CH3:30], predict the reaction product. The product is: [CH3:3][O:4][C:5](=[O:17])[CH2:6][C:7]1[C:15]2[C:10](=[N:11][CH:12]=[CH:13][CH:14]=2)[N:9]([S:25]([C:22]2[CH:23]=[CH:24][C:19]([F:18])=[C:20]([O:29][CH3:30])[CH:21]=2)(=[O:26])=[O:27])[C:8]=1[CH3:16]. (3) Given the reactants [F:1][C:2]([F:26])([F:25])[C:3]1[N:8]2[N:9]=[CH:10][C:11]([C:12]([OH:14])=O)=[C:7]2[N:6]=[C:5]([C:15]2[CH:20]=[CH:19][C:18]([C:21]([F:24])([F:23])[F:22])=[CH:17][CH:16]=2)[CH:4]=1.[NH2:27][C:28]1[CH:29]=[C:30]([S:34]([NH:37][C:38]([CH3:42])([CH3:41])[CH2:39][OH:40])(=[O:36])=[O:35])[CH:31]=[CH:32][CH:33]=1, predict the reaction product. The product is: [OH:40][CH2:39][C:38]([NH:37][S:34]([C:30]1[CH:29]=[C:28]([NH:27][C:12]([C:11]2[CH:10]=[N:9][N:8]3[C:3]([C:2]([F:1])([F:26])[F:25])=[CH:4][C:5]([C:15]4[CH:16]=[CH:17][C:18]([C:21]([F:23])([F:24])[F:22])=[CH:19][CH:20]=4)=[N:6][C:7]=23)=[O:14])[CH:33]=[CH:32][CH:31]=1)(=[O:36])=[O:35])([CH3:42])[CH3:41]. (4) Given the reactants P(Br)(Br)[Br:2].[F:5][C:6]1[CH:7]=[C:8]([CH:11]=[CH:12][C:13]=1[O:14][CH2:15][CH2:16][CH2:17]O)[C:9]#[N:10], predict the reaction product. The product is: [Br:2][CH2:17][CH2:16][CH2:15][O:14][C:13]1[CH:12]=[CH:11][C:8]([C:9]#[N:10])=[CH:7][C:6]=1[F:5].